Predict the product of the given reaction. From a dataset of Forward reaction prediction with 1.9M reactions from USPTO patents (1976-2016). (1) Given the reactants [OH-].[Na+].[F:3][C:4]1[CH:12]=[CH:11][C:10]([C:13]2[N:17]=[C:16]([C:18]3[CH:19]=[N:20][C:21]([O:28][CH:29]([CH3:31])[CH3:30])=[C:22]([C:24]([F:27])([F:26])[F:25])[CH:23]=3)[O:15][N:14]=2)=[C:9]2[C:5]=1[C:6]([CH2:32][CH2:33][C:34]([O:36]CC)=[O:35])=[CH:7][NH:8]2.Cl, predict the reaction product. The product is: [F:3][C:4]1[CH:12]=[CH:11][C:10]([C:13]2[N:17]=[C:16]([C:18]3[CH:19]=[N:20][C:21]([O:28][CH:29]([CH3:30])[CH3:31])=[C:22]([C:24]([F:27])([F:26])[F:25])[CH:23]=3)[O:15][N:14]=2)=[C:9]2[C:5]=1[C:6]([CH2:32][CH2:33][C:34]([OH:36])=[O:35])=[CH:7][NH:8]2. (2) The product is: [Br:11][C:5]1[CH:6]=[C:7]([N+:8]([O-:10])=[O:9])[C:2]([C:16]2[CH:17]=[C:18]([F:19])[C:13]([F:12])=[CH:14][C:15]=2[S:29]([CH3:32])(=[O:30])=[O:31])=[N:3][CH:4]=1. Given the reactants Br[C:2]1[C:7]([N+:8]([O-:10])=[O:9])=[CH:6][C:5]([Br:11])=[CH:4][N:3]=1.[F:12][C:13]1[C:18]([F:19])=[CH:17][C:16](B2OC(C)(C)C(C)(C)O2)=[C:15]([S:29]([CH3:32])(=[O:31])=[O:30])[CH:14]=1.P([O-])([O-])([O-])=O.[K+].[K+].[K+], predict the reaction product. (3) Given the reactants [NH2:1][C:2]1[CH:3]=[CH:4][C:5]([C:8]([F:11])([F:10])[F:9])=[N:6][CH:7]=1.[I:12]I, predict the reaction product. The product is: [NH2:1][C:2]1[C:7]([I:12])=[N:6][C:5]([C:8]([F:11])([F:9])[F:10])=[CH:4][CH:3]=1. (4) Given the reactants [F:1][C:2]1[C:11]([C:12](=[CH2:17])[C:13]([O:15][CH3:16])=[O:14])=[C:10]2[C:5]([CH:6]=[CH:7][C:8]([O:18][CH3:19])=[N:9]2)=[CH:4][CH:3]=1.[NH:20]1[CH2:25][CH2:24][CH:23]([NH:26][C:27](=[O:33])[O:28][C:29]([CH3:32])([CH3:31])[CH3:30])[CH2:22][CH2:21]1.CN(C)C(=N)N(C)C, predict the reaction product. The product is: [CH3:32][C:29]([O:28][C:27]([NH:26][CH:23]1[CH2:22][CH2:21][N:20]([CH2:17][CH:12]([C:11]2[C:2]([F:1])=[CH:3][CH:4]=[C:5]3[C:10]=2[N:9]=[C:8]([O:18][CH3:19])[CH:7]=[CH:6]3)[C:13]([O:15][CH3:16])=[O:14])[CH2:25][CH2:24]1)=[O:33])([CH3:30])[CH3:31].